Dataset: Experimentally validated miRNA-target interactions with 360,000+ pairs, plus equal number of negative samples. Task: Binary Classification. Given a miRNA mature sequence and a target amino acid sequence, predict their likelihood of interaction. (1) The miRNA is rno-miR-140-3p with sequence UACCACAGGGUAGAACCACGG. The protein sequence of the target gene is MSDMVERTLTALPGLFLQNQLGGPAASRAPFFSRLGGLIRGVTALSSKHEEEKLIQQELSSLKATVSAPTTTLKTMKECMVRLIYCEMLGYDASFGYIHAIKLAQQGNLLEKRVGYLAVSLFLHESHELLLLLVNTVVKDLQSTNLVEVCMALTVVSQIFPREMIPAVLPLIEDKLQHSKEIIRRKAVLALYKFYLIAPNQVQHIHTKFRKALCDRDVGVMAASLHIYLRMIKENASGYKDLTESFVTILKQVVGGKLPVEFSYHSVPAPWLQIQLLRILGLLGKDDERTSELMYDVLDE.... Result: 0 (no interaction). (2) The miRNA is dme-miR-312-3p with sequence UAUUGCACUUGAGACGGCCUGA. The protein sequence of the target gene is MAETAAESGGGGDSGVGACERGVAPIKAQYRTTKERFHEYLDGDKQEGACQEVPTGDPAEPGAKRIRLEDGQENGKTEVAIESRERQVPKRARGQNKSRPHVKPAHYDKDRLCPSFLQEPATPCAFGDRCRFLHDVGRYLETKPADLGPRCVLFETFGRCPFSMTCRFAGAHLGPEGQNLVQEEVVARCAQLPSVRNGLDRALQQQLRKRQVCFERAEQALNRLTQSPMPTVVPETTVAMATPKQNSCHAQLDTVGGAGTPQSSPVPTCGPLTDEDVIRLRPCEKKRLDISGKLYLAPLT.... Result: 0 (no interaction).